This data is from Reaction yield outcomes from USPTO patents with 853,638 reactions. The task is: Predict the reaction yield, written as a fraction of the theoretical maximum amount of product (1.0 means a 100% yield; for example, 0.34 means a 34% yield). The reactants are Cl.[Cl:2][C:3]1[C:8]([C:9]([NH2:11])=[NH:10])=[CH:7][N:6]=[C:5]([O:12][CH3:13])[CH:4]=1.C(=O)(O)[O-].[K+].Br[CH2:20][C:21]([C:23]1[N:24]([CH:29]([CH3:31])[CH3:30])[N:25]=[C:26]([CH3:28])[N:27]=1)=O. The catalyst is C1COCC1.O. The product is [Cl:2][C:3]1[C:8]([C:9]2[NH:11][CH:20]=[C:21]([C:23]3[N:24]([CH:29]([CH3:31])[CH3:30])[N:25]=[C:26]([CH3:28])[N:27]=3)[N:10]=2)=[CH:7][N:6]=[C:5]([O:12][CH3:13])[CH:4]=1. The yield is 0.970.